Predict the product of the given reaction. From a dataset of Forward reaction prediction with 1.9M reactions from USPTO patents (1976-2016). (1) Given the reactants [CH3:1][C:2](=O)[CH2:3][CH2:4][C:5](=O)[CH3:6].[CH2:9]([CH2:11][NH2:12])[OH:10].C(O)(=O)C(C)(C)C.CCCCCCC.O1CCCC1.C1(C)C=CC=CC=1, predict the reaction product. The product is: [OH:10][CH2:9][CH2:11][N:12]1[C:2]([CH3:1])=[CH:3][CH:4]=[C:5]1[CH3:6]. (2) The product is: [OH:19][C:17]([C:2]1[CH:7]=[CH:6][CH:5]=[CH:4][C:3]=1[OH:8])([CH3:18])[CH2:16][O:15][CH3:14]. Given the reactants Br[C:2]1[CH:7]=[CH:6][CH:5]=[CH:4][C:3]=1[OH:8].C([Li])CCC.[CH3:14][O:15][CH2:16][C:17](=[O:19])[CH3:18], predict the reaction product.